From a dataset of NCI-60 drug combinations with 297,098 pairs across 59 cell lines. Regression. Given two drug SMILES strings and cell line genomic features, predict the synergy score measuring deviation from expected non-interaction effect. (1) Drug 1: COC1=C2C(=CC3=C1OC=C3)C=CC(=O)O2. Drug 2: N.N.Cl[Pt+2]Cl. Cell line: NCI-H226. Synergy scores: CSS=10.4, Synergy_ZIP=-1.41, Synergy_Bliss=-0.467, Synergy_Loewe=-4.13, Synergy_HSA=-2.37. (2) Drug 1: C1CC(=O)NC(=O)C1N2C(=O)C3=CC=CC=C3C2=O. Drug 2: B(C(CC(C)C)NC(=O)C(CC1=CC=CC=C1)NC(=O)C2=NC=CN=C2)(O)O. Cell line: M14. Synergy scores: CSS=48.4, Synergy_ZIP=0.00568, Synergy_Bliss=0.228, Synergy_Loewe=-61.6, Synergy_HSA=1.04. (3) Drug 1: CC1OCC2C(O1)C(C(C(O2)OC3C4COC(=O)C4C(C5=CC6=C(C=C35)OCO6)C7=CC(=C(C(=C7)OC)O)OC)O)O. Drug 2: C1CN(CCN1C(=O)CCBr)C(=O)CCBr. Cell line: OVCAR-4. Synergy scores: CSS=2.58, Synergy_ZIP=-1.48, Synergy_Bliss=-1.39, Synergy_Loewe=-4.50, Synergy_HSA=-2.39. (4) Drug 1: CC(C)(C#N)C1=CC(=CC(=C1)CN2C=NC=N2)C(C)(C)C#N. Drug 2: C1CNP(=O)(OC1)N(CCCl)CCCl. Cell line: T-47D. Synergy scores: CSS=-11.1, Synergy_ZIP=3.87, Synergy_Bliss=-0.333, Synergy_Loewe=-9.12, Synergy_HSA=-7.13.